This data is from Catalyst prediction with 721,799 reactions and 888 catalyst types from USPTO. The task is: Predict which catalyst facilitates the given reaction. Reactant: [CH2:1]([O:8][C:9]1[CH:14]=[CH:13][C:12]([CH3:15])=[C:11](/[CH:16]=[CH:17]/Br)[CH:10]=1)[C:2]1[CH:7]=[CH:6][CH:5]=[CH:4][CH:3]=1.[Li]C(C)(C)C.[CH2:24]([O:31][C:32]1[CH:33]=[C:34]2[C:39](=[CH:40][C:41]=1[O:42][CH3:43])[CH:38]=[N:37][CH2:36][CH2:35]2)[C:25]1[CH:30]=[CH:29][CH:28]=[CH:27][CH:26]=1. Product: [CH2:24]([O:31][C:32]1[CH:33]=[C:34]2[C:39](=[CH:40][C:41]=1[O:42][CH3:43])[CH:38](/[CH:17]=[CH:16]/[C:11]1[CH:10]=[C:9]([O:8][CH2:1][C:2]3[CH:7]=[CH:6][CH:5]=[CH:4][CH:3]=3)[CH:14]=[CH:13][C:12]=1[CH3:15])[NH:37][CH2:36][CH2:35]2)[C:25]1[CH:30]=[CH:29][CH:28]=[CH:27][CH:26]=1. The catalyst class is: 332.